Task: Predict the reaction yield, written as a fraction of the theoretical maximum amount of product (1.0 means a 100% yield; for example, 0.34 means a 34% yield).. Dataset: Reaction yield outcomes from USPTO patents with 853,638 reactions (1) The reactants are [CH:1]1[C:10]2[CH2:9][CH2:8][CH2:7][CH2:6][C:5]=2[CH:4]=[CH:3][C:2]=1[NH:11][NH2:12].[C:13](OCC)(=[O:18])[CH2:14][C:15]([CH3:17])=O. The catalyst is C(O)(=O)C. The product is [CH3:17][C:15]1[CH2:14][C:13](=[O:18])[N:11]([C:2]2[CH:3]=[CH:4][C:5]3[CH2:6][CH2:7][CH2:8][CH2:9][C:10]=3[CH:1]=2)[N:12]=1. The yield is 0.562. (2) The reactants are [F:1][C:2]1[CH:7]=[C:6]([Br:8])[C:5]([F:9])=[CH:4][C:3]=1[S:10](Cl)(=[O:12])=[O:11].[NH2:14][C:15]1[C:16]([CH3:22])=[N:17][N:18]([CH3:21])[C:19]=1[CH3:20]. The catalyst is N1C=CC=CC=1. The product is [Br:8][C:6]1[CH:7]=[C:2]([F:1])[C:3]([S:10]([NH:14][C:15]2[C:16]([CH3:22])=[N:17][N:18]([CH3:21])[C:19]=2[CH3:20])(=[O:12])=[O:11])=[CH:4][C:5]=1[F:9]. The yield is 0.730. (3) The reactants are [Br:1][C:2]1[CH:7]=[CH:6][C:5](F)=[C:4]([N+:9]([O-:11])=[O:10])[CH:3]=1.[NH2:12][C:13]1[CH:14]=[C:15]([NH:19][C:20](=[O:26])[O:21][C:22]([CH3:25])([CH3:24])[CH3:23])[CH:16]=[CH:17][CH:18]=1. The catalyst is CN1CCCC1=O. The product is [Br:1][C:2]1[CH:7]=[CH:6][C:5]([NH:12][C:13]2[CH:14]=[C:15]([NH:19][C:20](=[O:26])[O:21][C:22]([CH3:24])([CH3:23])[CH3:25])[CH:16]=[CH:17][CH:18]=2)=[C:4]([N+:9]([O-:11])=[O:10])[CH:3]=1. The yield is 0.910. (4) The reactants are [Cl:1][C:2]1[CH:12]=[C:11]([Cl:13])[CH:10]=[CH:9][C:3]=1[O:4][CH2:5][C:6]([OH:8])=O.[CH3:14][C:15]1[N:16]=[C:17]([NH2:26])[S:18][C:19]=1[CH2:20][CH2:21][O:22][N+:23]([O-:25])=[O:24]. No catalyst specified. The product is [Cl:1][C:2]1[CH:12]=[C:11]([Cl:13])[CH:10]=[CH:9][C:3]=1[O:4][CH2:5][C:6]([NH:26][C:17]1[S:18][C:19]([CH2:20][CH2:21][O:22][N+:23]([O-:25])=[O:24])=[C:15]([CH3:14])[N:16]=1)=[O:8]. The yield is 0.770. (5) The reactants are Cl[C:2]1[N:3]=[C:4]2[CH:12]=[CH:11][N:10]=[CH:9][C:5]2=[N:6][C:7]=1[Cl:8].[CH:13]1([NH2:17])[CH2:16][CH2:15][CH2:14]1.CCN(C(C)C)C(C)C.[NH4+].[Cl-]. No catalyst specified. The product is [Cl:8][C:7]1[N:6]=[C:5]2[CH:9]=[N:10][CH:11]=[CH:12][C:4]2=[N:3][C:2]=1[NH:17][CH:13]1[CH2:16][CH2:15][CH2:14]1. The yield is 0.990. (6) The reactants are [C:1]([O:5][C:6]([N:8]([CH2:19][C:20]1[CH:25]=[CH:24][CH:23]=[CH:22][CH:21]=1)[C@H:9]([CH2:17][OH:18])[CH2:10][C:11]1[CH:16]=[CH:15][CH:14]=[CH:13][CH:12]=1)=[O:7])([CH3:4])([CH3:3])[CH3:2].C(N(CC)CC)C.O. The catalyst is CS(C)=O. The product is [C:1]([O:5][C:6]([N:8]([CH2:19][C:20]1[CH:21]=[CH:22][CH:23]=[CH:24][CH:25]=1)[C@H:9]([CH:17]=[O:18])[CH2:10][C:11]1[CH:12]=[CH:13][CH:14]=[CH:15][CH:16]=1)=[O:7])([CH3:4])([CH3:2])[CH3:3]. The yield is 1.00.